From a dataset of Full USPTO retrosynthesis dataset with 1.9M reactions from patents (1976-2016). Predict the reactants needed to synthesize the given product. (1) Given the product [Cl:1][C:2]1[CH:16]=[CH:15][C:5]([CH2:6][N:7]2[C:8](=[O:14])[CH:9]=[CH:10][C:11]([C:22]3[CH:23]=[CH:24][C:19]([O:18][CH3:17])=[C:20]([NH:28][S:29]([CH3:32])(=[O:30])=[O:31])[CH:21]=3)=[CH:12]2)=[CH:4][CH:3]=1, predict the reactants needed to synthesize it. The reactants are: [Cl:1][C:2]1[CH:16]=[CH:15][C:5]([CH2:6][N:7]2[CH:12]=[C:11](Br)[CH:10]=[CH:9][C:8]2=[O:14])=[CH:4][CH:3]=1.[CH3:17][O:18][C:19]1[CH:24]=[CH:23][C:22](B(O)O)=[CH:21][C:20]=1[NH:28][S:29]([CH3:32])(=[O:31])=[O:30]. (2) The reactants are: [CH3:1][C:2]1[C:3]([C:11]2[S:12][CH:13]=[CH:14][CH:15]=2)=[N:4][O:5][C:6]=1[C:7]([F:10])([F:9])[F:8].[C:16](Cl)(=[O:23])[C:17]1[CH:22]=[CH:21][CH:20]=[CH:19][CH:18]=1. Given the product [CH3:1][C:2]1[C:3]([C:11]2[S:12][C:13]([C:16]([C:17]3[CH:22]=[CH:21][CH:20]=[CH:19][CH:18]=3)=[O:23])=[CH:14][CH:15]=2)=[N:4][O:5][C:6]=1[C:7]([F:8])([F:10])[F:9], predict the reactants needed to synthesize it. (3) Given the product [F:1][C:2]1[CH:3]=[C:4]([CH:24]=[CH:25][C:26]=1[F:27])[CH2:5][C@H:6]1[CH2:11][C@H:10]([C:12]2[O:19][NH:30][C:14](=[O:15])[CH:13]=2)[CH2:9][CH2:8][N:7]1[C:20]([O:22][CH3:23])=[O:21], predict the reactants needed to synthesize it. The reactants are: [F:1][C:2]1[CH:3]=[C:4]([CH:24]=[CH:25][C:26]=1[F:27])[CH2:5][C@H:6]1[CH2:11][C@H:10]([C:12](=[O:19])[CH2:13][C:14](OCC)=[O:15])[CH2:9][CH2:8][N:7]1[C:20]([O:22][CH3:23])=[O:21].[OH-].[Na+].[NH2:30]O.Cl. (4) Given the product [Cl:1][C:2]1[C:3]([NH:11][C:12]2[C:21]3[C:16](=[CH:17][C:18]([O:24][CH2:25][CH2:26][CH2:27][N:35]4[CH2:36][CH2:37][N:32]([CH2:29][C:30]#[CH:31])[CH2:33][CH2:34]4)=[C:19]([O:22][CH3:23])[CH:20]=3)[N:15]=[CH:14][N:13]=2)=[C:4]2[O:10][CH2:9][O:8][C:5]2=[N:6][CH:7]=1, predict the reactants needed to synthesize it. The reactants are: [Cl:1][C:2]1[C:3]([NH:11][C:12]2[C:21]3[C:16](=[CH:17][C:18]([O:24][CH2:25][CH2:26][CH2:27]Cl)=[C:19]([O:22][CH3:23])[CH:20]=3)[N:15]=[CH:14][N:13]=2)=[C:4]2[O:10][CH2:9][O:8][C:5]2=[N:6][CH:7]=1.[CH2:29]([N:32]1[CH2:37][CH2:36][NH:35][CH2:34][CH2:33]1)[C:30]#[CH:31].[I-].[K+]. (5) Given the product [Cl:5][C:6]1[CH:7]=[CH:8][C:9]([C:12]2([CH2:17][CH2:18][CH2:19][NH:20][C:35](=[O:36])[C:34]3[CH:38]=[CH:39][CH:40]=[CH:41][C:33]=3[C:32]([F:43])([F:42])[F:31])[O:13][CH2:14][CH2:15][O:16]2)=[CH:10][CH:11]=1, predict the reactants needed to synthesize it. The reactants are: [Na].Cl.NO.[Cl:5][C:6]1[CH:11]=[CH:10][C:9]([C:12]2([CH2:17][CH2:18][CH2:19][N:20]3C(=O)C4C(=CC=CC=4)C3=O)[O:16][CH2:15][CH2:14][O:13]2)=[CH:8][CH:7]=1.[F:31][C:32]([F:43])([F:42])[C:33]1[CH:41]=[CH:40][CH:39]=[CH:38][C:34]=1[C:35](Cl)=[O:36]. (6) Given the product [NH2:1][CH:2]([CH2:21][CH3:22])[CH2:3][NH:4][C:5]1[N:10]=[CH:9][C:8]([C:11]([NH2:12])=[O:23])=[C:7]([NH:13][C:14]2[CH:19]=[CH:18][CH:17]=[C:16]([CH3:20])[N:15]=2)[CH:6]=1, predict the reactants needed to synthesize it. The reactants are: [NH2:1][CH:2]([CH2:21][CH3:22])[CH2:3][NH:4][C:5]1[N:10]=[CH:9][C:8]([C:11]#[N:12])=[C:7]([NH:13][C:14]2[CH:19]=[CH:18][CH:17]=[C:16]([CH3:20])[N:15]=2)[CH:6]=1.[OH:23]O.[OH-].[K+]. (7) Given the product [F:9][C:10]1[CH:15]=[CH:14][C:13]([I:20])=[CH:12][C:11]=1[N+:17]([O-:19])=[O:18], predict the reactants needed to synthesize it. The reactants are: N(OCCC(C)C)=O.[F:9][C:10]1[CH:15]=[CH:14][C:13](N)=[CH:12][C:11]=1[N+:17]([O-:19])=[O:18].[I:20]CI.